Dataset: Forward reaction prediction with 1.9M reactions from USPTO patents (1976-2016). Task: Predict the product of the given reaction. (1) The product is: [CH2:16]([S:20]([C:9]1[C:8]2[C:12](=[CH:13][CH:14]=[C:6]([F:5])[CH:7]=2)[NH:11][C:10]=1[CH3:15])(=[O:22])=[O:21])[CH2:17][CH2:18][CH3:19]. Given the reactants [Br-].[In+3].[Br-].[Br-].[F:5][C:6]1[CH:7]=[C:8]2[C:12](=[CH:13][CH:14]=1)[NH:11][C:10]([CH3:15])=[CH:9]2.[CH2:16]([S:20](Cl)(=[O:22])=[O:21])[CH2:17][CH2:18][CH3:19], predict the reaction product. (2) Given the reactants [Cl:1][C:2]1[C:3]([F:31])=[C:4]([CH:8]2[C:12]([C:15]3[CH:20]=[CH:19][C:18]([Cl:21])=[CH:17][C:16]=3[F:22])([C:13]#[N:14])[CH:11]([CH2:23][C:24]([CH3:27])([CH3:26])[CH3:25])[NH:10][CH:9]2[C:28]([OH:30])=O)[CH:5]=[CH:6][CH:7]=1.CN(C(ON1N=NC2C=CC=NC1=2)=[N+](C)C)C.F[P-](F)(F)(F)(F)F.CCN(C(C)C)C(C)C.[C:65]([O:69][C:70](=[O:76])[NH:71][CH2:72][CH2:73][CH2:74][NH2:75])([CH3:68])([CH3:67])[CH3:66], predict the reaction product. The product is: [C:65]([O:69][C:70](=[O:76])[NH:71][CH2:72][CH2:73][CH2:74][NH:75][C:28]([C@H:9]1[C@H:8]([C:4]2[CH:5]=[CH:6][CH:7]=[C:2]([Cl:1])[C:3]=2[F:31])[C@:12]([C:15]2[CH:20]=[CH:19][C:18]([Cl:21])=[CH:17][C:16]=2[F:22])([C:13]#[N:14])[C@H:11]([CH2:23][C:24]([CH3:27])([CH3:25])[CH3:26])[NH:10]1)=[O:30])([CH3:68])([CH3:66])[CH3:67].